This data is from Peptide-MHC class I binding affinity with 185,985 pairs from IEDB/IMGT. The task is: Regression. Given a peptide amino acid sequence and an MHC pseudo amino acid sequence, predict their binding affinity value. This is MHC class I binding data. (1) The peptide sequence is PPIPVGDIY. The MHC is HLA-B08:01 with pseudo-sequence HLA-B08:01. The binding affinity (normalized) is 0. (2) The peptide sequence is TIQRFSSLRR. The MHC is HLA-A11:01 with pseudo-sequence HLA-A11:01. The binding affinity (normalized) is 0.942. (3) The peptide sequence is IPLTEEAEL. The binding affinity (normalized) is 0.144. The MHC is HLA-A02:03 with pseudo-sequence HLA-A02:03. (4) The peptide sequence is IVDKFGKNHI. The MHC is HLA-A68:02 with pseudo-sequence HLA-A68:02. The binding affinity (normalized) is 0.129. (5) The peptide sequence is PKKDERGAL. The MHC is HLA-A30:01 with pseudo-sequence HLA-A30:01. The binding affinity (normalized) is 0.0847. (6) The peptide sequence is TRAVGKPLL. The MHC is HLA-B15:09 with pseudo-sequence HLA-B15:09. The binding affinity (normalized) is 0.213. (7) The peptide sequence is ATDYIASGQR. The MHC is HLA-A33:01 with pseudo-sequence HLA-A33:01. The binding affinity (normalized) is 0.293. (8) The peptide sequence is PPTAGILARW. The MHC is HLA-B53:01 with pseudo-sequence HLA-B53:01. The binding affinity (normalized) is 0.146. (9) The peptide sequence is DLKHATDYIA. The MHC is HLA-A02:02 with pseudo-sequence HLA-A02:02. The binding affinity (normalized) is 0.161. (10) The peptide sequence is IVNNQESNKY. The MHC is HLA-A29:02 with pseudo-sequence HLA-A29:02. The binding affinity (normalized) is 0.0395.